The task is: Predict which catalyst facilitates the given reaction.. This data is from Catalyst prediction with 721,799 reactions and 888 catalyst types from USPTO. (1) Reactant: Cl[S:2]([NH:5][C:6](=[O:9])[O:7][CH3:8])(=[O:4])=[O:3].[Cl:10][C:11]1[CH:17]=[C:16]([C:18]([F:21])([F:20])[F:19])[CH:15]=[C:14]([Cl:22])[C:12]=1[NH2:13].C(N(CC)CC)C.O. Product: [Cl:10][C:11]1[CH:17]=[C:16]([C:18]([F:21])([F:19])[F:20])[CH:15]=[C:14]([Cl:22])[C:12]=1[NH:13][S:2]([NH:5][C:6](=[O:9])[O:7][CH3:8])(=[O:4])=[O:3]. The catalyst class is: 2. (2) Reactant: [O:1]([C:8]1[CH:13]=[CH:12][C:11]([NH:14][C:15]2[C:24]3[C:19](=[CH:20][C:21](I)=[CH:22][CH:23]=3)[N:18]=[CH:17][CH:16]=2)=[CH:10][CH:9]=1)[C:2]1[CH:7]=[CH:6][CH:5]=[CH:4][CH:3]=1.C([Sn](CCCC)(CCCC)[C:31]1[N:32]=[C:33]([CH:36]=[O:37])[S:34][CH:35]=1)CCC. Product: [O:1]([C:8]1[CH:13]=[CH:12][C:11]([NH:14][C:15]2[C:24]3[C:19](=[CH:20][C:21]([C:31]4[N:32]=[C:33]([CH:36]=[O:37])[S:34][CH:35]=4)=[CH:22][CH:23]=3)[N:18]=[CH:17][CH:16]=2)=[CH:10][CH:9]=1)[C:2]1[CH:7]=[CH:6][CH:5]=[CH:4][CH:3]=1. The catalyst class is: 184. (3) Reactant: [C:1]([C:4]1[CH:5]=[CH:6][C:7]2[C:8]3[C:16]([C:17]4[CH:22]=[CH:21][CH:20]=[C:19]([N:23]5[CH2:31][C:30]6[C:25](=[CH:26][C:27]([O:32][CH3:33])=[CH:28][CH:29]=6)[C:24]5=[O:34])[C:18]=4[CH3:35])=[N:15][N:14]=[C:13]([C:36]([NH2:38])=[O:37])[C:9]=3[NH:10][C:11]=2[CH:12]=1)(=[O:3])[CH3:2].[CH3:39][Mg]Br. Product: [OH:3][C:1]([C:4]1[CH:5]=[CH:6][C:7]2[C:8]3[C:16]([C:17]4[CH:22]=[CH:21][CH:20]=[C:19]([N:23]5[CH2:31][C:30]6[C:25](=[CH:26][C:27]([O:32][CH3:33])=[CH:28][CH:29]=6)[C:24]5=[O:34])[C:18]=4[CH3:35])=[N:15][N:14]=[C:13]([C:36]([NH2:38])=[O:37])[C:9]=3[NH:10][C:11]=2[CH:12]=1)([CH3:39])[CH3:2]. The catalyst class is: 7. (4) Reactant: [Cl:1][C:2]1[CH:3]=[C:4]([C:9]2(O)[CH2:14][CH2:13][N:12](C(OCC)=O)[CH2:11][CH2:10]2)[CH:5]=[CH:6][C:7]=1[Cl:8].FC(F)(F)C(O)=O.C([SiH](CC)CC)C.O. Product: [Cl:1][C:2]1[CH:3]=[C:4]([CH:9]2[CH2:14][CH2:13][NH:12][CH2:11][CH2:10]2)[CH:5]=[CH:6][C:7]=1[Cl:8]. The catalyst class is: 13. (5) Reactant: Cl[C:2]1[N:9]=[CH:8][CH:7]=[CH:6][C:3]=1[C:4]#[N:5].[CH3:10][O:11][Na]. Product: [CH3:10][O:11][C:2]1[N:9]=[CH:8][CH:7]=[CH:6][C:3]=1[C:4]#[N:5]. The catalyst class is: 5. (6) Reactant: [Br:1][C:2]1[CH:7]=[C:6]([N+:8]([O-:10])=[O:9])[C:5](F)=[CH:4][N+:3]=1[O-:12].[CH:13]1([NH2:16])[CH2:15][CH2:14]1. Product: [Br:1][C:2]1[CH:7]=[C:6]([N+:8]([O-:10])=[O:9])[C:5]([NH:16][CH:13]2[CH2:15][CH2:14]2)=[CH:4][N+:3]=1[O-:12]. The catalyst class is: 1. (7) Reactant: [C:1]([N:9]1[CH2:14][CH2:13][N:12]([S:15]([C:18]2[S:22][C:21]([C:23]([OH:25])=O)=[CH:20][CH:19]=2)(=[O:17])=[O:16])[CH:11]([CH3:26])[CH2:10]1)(=[O:8])[C:2]1[CH:7]=[CH:6][CH:5]=[CH:4][CH:3]=1.Cl.[CH3:28][O:29][NH:30][CH3:31].CN([P+](ON1N=NC2C1=CC=CC=2)(N(C)C)N(C)C)C.F[P-](F)(F)(F)(F)F.CCN(C(C)C)C(C)C. Product: [CH3:28][O:29][N:30]([CH3:31])[C:23]([C:21]1[S:22][C:18]([S:15]([N:12]2[CH2:13][CH2:14][N:9]([C:1](=[O:8])[C:2]3[CH:3]=[CH:4][CH:5]=[CH:6][CH:7]=3)[CH2:10][CH:11]2[CH3:26])(=[O:17])=[O:16])=[CH:19][CH:20]=1)=[O:25]. The catalyst class is: 2.